This data is from Full USPTO retrosynthesis dataset with 1.9M reactions from patents (1976-2016). The task is: Predict the reactants needed to synthesize the given product. Given the product [CH3:19][C:20]1[CH:25]=[CH:24][CH:23]=[CH:22][C:21]=1[NH:26][C:27](=[O:41])[NH:28][C:29]1[CH:34]=[CH:33][C:32]([CH2:35][C:36]([N:6]2[C@H:2]([CH3:1])[CH2:3][CH2:4][C@H:5]2[CH2:7][O:8][C:9]2[CH:18]=[CH:17][C:12]([C:13]([O:15][CH3:16])=[O:14])=[CH:11][CH:10]=2)=[O:37])=[CH:31][C:30]=1[O:39][CH3:40], predict the reactants needed to synthesize it. The reactants are: [CH3:1][C@H:2]1[NH:6][C@H:5]([CH2:7][O:8][C:9]2[CH:18]=[CH:17][C:12]([C:13]([O:15][CH3:16])=[O:14])=[CH:11][CH:10]=2)[CH2:4][CH2:3]1.[CH3:19][C:20]1[CH:25]=[CH:24][CH:23]=[CH:22][C:21]=1[NH:26][C:27](=[O:41])[NH:28][C:29]1[CH:34]=[CH:33][C:32]([CH2:35][C:36](O)=[O:37])=[CH:31][C:30]=1[O:39][CH3:40].CCN=C=NCCCN(C)C.Cl.O.